This data is from Forward reaction prediction with 1.9M reactions from USPTO patents (1976-2016). The task is: Predict the product of the given reaction. (1) Given the reactants [Cl:1][C:2]1[CH:7]=[CH:6][C:5]([C:8]2[C:14]3[CH:15]=[CH:16][CH:17]=[CH:18][C:13]=3[N:12]3[C:19]([CH3:22])=[N:20][N:21]=[C:11]3[CH:10]([CH2:23][C:24]([OH:26])=O)[CH:9]=2)=[CH:4][CH:3]=1.CN(C(ON1N=NC2C=CC=NC1=2)=[N+](C)C)C.F[P-](F)(F)(F)(F)F.C(N(CC)CC)C.Cl.[O:59]([CH:66]1[CH2:69][NH:68][CH2:67]1)[C:60]1[CH:65]=[CH:64][CH:63]=[CH:62][CH:61]=1, predict the reaction product. The product is: [Cl:1][C:2]1[CH:3]=[CH:4][C:5]([C:8]2[C:14]3[CH:15]=[CH:16][CH:17]=[CH:18][C:13]=3[N:12]3[C:19]([CH3:22])=[N:20][N:21]=[C:11]3[CH:10]([CH2:23][C:24]([N:68]3[CH2:67][CH:66]([O:59][C:60]4[CH:65]=[CH:64][CH:63]=[CH:62][CH:61]=4)[CH2:69]3)=[O:26])[CH:9]=2)=[CH:6][CH:7]=1. (2) The product is: [C:30]([O:34][C:35]([N:37]1[CH2:41][CH2:40][CH2:39][CH:38]1[C:42](=[O:43])[NH:2][CH:3]([C:26]([O:28][CH3:29])=[O:27])[CH2:4][C:5]1[CH:25]=[CH:24][C:8]([O:9][C:10]2[CH:23]=[CH:22][C:13]([CH2:14][CH:15]3[S:19][C:18](=[O:20])[NH:17][C:16]3=[O:21])=[CH:12][CH:11]=2)=[CH:7][CH:6]=1)=[O:36])([CH3:33])([CH3:32])[CH3:31]. Given the reactants Cl.[NH2:2][CH:3]([C:26]([O:28][CH3:29])=[O:27])[CH2:4][C:5]1[CH:25]=[CH:24][C:8]([O:9][C:10]2[CH:23]=[CH:22][C:13]([CH2:14][CH:15]3[S:19][C:18](=[O:20])[NH:17][C:16]3=[O:21])=[CH:12][CH:11]=2)=[CH:7][CH:6]=1.[C:30]([O:34][C:35]([N:37]1[CH2:41][CH2:40][CH2:39][CH:38]1[C:42](O)=[O:43])=[O:36])([CH3:33])([CH3:32])[CH3:31].C1(N=C=NC2CCCCC2)CCCCC1.O, predict the reaction product.